This data is from Reaction yield outcomes from USPTO patents with 853,638 reactions. The task is: Predict the reaction yield, written as a fraction of the theoretical maximum amount of product (1.0 means a 100% yield; for example, 0.34 means a 34% yield). (1) The reactants are C(=O)([O:4][C:5]1[CH:10]=[C:9]([N+:11]([O-:13])=[O:12])[C:8]([Br:14])=[CH:7][C:6]=1[C:15]([CH3:18])([CH3:17])[CH3:16])OC.[OH-].[K+].Cl. The catalyst is CO. The product is [C:15]([C:6]1[CH:7]=[C:8]([Br:14])[C:9]([N+:11]([O-:13])=[O:12])=[CH:10][C:5]=1[OH:4])([CH3:18])([CH3:16])[CH3:17]. The yield is 0.990. (2) The yield is 0.711. The reactants are [F:1][C:2]([F:10])([F:9])[CH:3](O)[CH2:4][N+:5]([O-:7])=[O:6].C(Cl)(=O)C.[CH2:15]([O:17][C:18]([N:20]1[CH2:25][CH2:24][NH:23][CH2:22][CH2:21]1)=[O:19])[CH3:16]. The product is [CH2:15]([O:17][C:18]([N:20]1[CH2:21][CH2:22][N:23]([CH:3]([CH2:4][N+:5]([O-:7])=[O:6])[C:2]([F:10])([F:9])[F:1])[CH2:24][CH2:25]1)=[O:19])[CH3:16]. The catalyst is ClCCl. (3) The reactants are F[C:2]1[CH:7]=[CH:6][C:5]([C:8]2[CH:9]=[N:10][C:11]([N:14]3[CH2:19][CH2:18][N:17]([S:20]([CH2:23][C@H:24]([CH:29]([CH3:31])[CH3:30])[C:25]([NH:27][OH:28])=[O:26])(=[O:22])=[O:21])[CH2:16][CH2:15]3)=[N:12][CH:13]=2)=[CH:4][CH:3]=1.[C:32](C1C=CC(C2C=NC(N3CCN(S(C[C@H](C(C)C)C(O)=O)(=O)=O)CC3)=NC=2)=CC=1)#[N:33]. No catalyst specified. The product is [C:32]([C:2]1[CH:7]=[CH:6][C:5]([C:8]2[CH:9]=[N:10][C:11]([N:14]3[CH2:19][CH2:18][N:17]([S:20]([CH2:23][C@H:24]([CH:29]([CH3:30])[CH3:31])[C:25]([NH:27][OH:28])=[O:26])(=[O:21])=[O:22])[CH2:16][CH2:15]3)=[N:12][CH:13]=2)=[CH:4][CH:3]=1)#[N:33]. The yield is 0.530. (4) The reactants are [Cl:1][C:2]1[CH:3]=[C:4]([C:10]2([C:26]([F:29])([F:28])[F:27])[CH2:14][CH2:13][N:12]([C:15]3[S:16][C:17]([CH2:24]O)=[C:18]([C:20]([F:23])([F:22])[F:21])[N:19]=3)[CH2:11]2)[CH:5]=[C:6]([Cl:9])[C:7]=1[Cl:8].O1CCCC1.CS(Cl)(=O)=O.O.[NH3:41]. The catalyst is CO. The product is [Cl:1][C:2]1[CH:3]=[C:4]([C:10]2([C:26]([F:29])([F:28])[F:27])[CH2:14][CH2:13][N:12]([C:15]3[S:16][C:17]([CH2:24][NH2:41])=[C:18]([C:20]([F:23])([F:22])[F:21])[N:19]=3)[CH2:11]2)[CH:5]=[C:6]([Cl:9])[C:7]=1[Cl:8]. The yield is 0.450. (5) The reactants are Cl.[NH2:2][C@@H:3]1[C:12]([CH3:14])([CH3:13])[C:11]2[CH:10]=[C:9]([C:15]([NH2:17])=[O:16])[CH:8]=[CH:7][C:6]=2[CH2:5][C@H:4]1[O:18][CH3:19].C(N(CC)C(C)C)(C)C.[CH:29]([C@@H:31]1[CH2:35]OC(C)(C)[N:32]1C(OC(C)(C)C)=O)=[O:30].C(O[BH-](OC(=O)C)OC(=O)C)(=O)C.[Na+].Cl. The catalyst is ClCCl.CO.CC(O)=O. The product is [NH2:32][C@@H:31]([CH2:29][OH:30])[CH2:35][NH:2][C@@H:3]1[C:12]([CH3:14])([CH3:13])[C:11]2[CH:10]=[C:9]([C:15]([NH2:17])=[O:16])[CH:8]=[CH:7][C:6]=2[CH2:5][C@H:4]1[O:18][CH3:19]. The yield is 0.960. (6) The reactants are [Cl:1][C:2]1[N:7]=[CH:6][N:5]=[C:4]([NH2:8])[CH:3]=1.Br[CH2:10][C:11]([C:13]1[CH:18]=[CH:17][CH:16]=[C:15]([N+:19]([O-:21])=[O:20])[CH:14]=1)=O.O. The catalyst is CS(C)=O. The product is [Cl:1][C:2]1[N:7]=[CH:6][N:5]2[CH:10]=[C:11]([C:13]3[CH:18]=[CH:17][CH:16]=[C:15]([N+:19]([O-:21])=[O:20])[CH:14]=3)[N:8]=[C:4]2[CH:3]=1. The yield is 0.560. (7) The reactants are Br[C:2]1[CH:3]=[C:4]2[C:9](=[CH:10][CH:11]=1)[C:8](=[O:12])[NH:7][C:6](=[O:13])[C:5]2=[CH:14][NH:15][C:16]1[CH:21]=[CH:20][C:19]([N:22]2[CH2:27][CH2:26][N:25]([CH3:28])[CH2:24][CH2:23]2)=[CH:18][CH:17]=1.[F:29][C:30]([F:42])([F:41])[O:31][C:32]1[CH:37]=[CH:36][C:35](B(O)O)=[CH:34][CH:33]=1.C(P(C(C)(C)C)C(C)(C)C)(C)(C)C.C(=O)([O-])[O-].[Cs+].[Cs+]. The catalyst is CN(C=O)C.C(Cl)(Cl)Cl.C1C=CC(/C=C/C(/C=C/C2C=CC=CC=2)=O)=CC=1.C1C=CC(/C=C/C(/C=C/C2C=CC=CC=2)=O)=CC=1.C1C=CC(/C=C/C(/C=C/C2C=CC=CC=2)=O)=CC=1.[Pd].[Pd]. The product is [CH3:28][N:25]1[CH2:24][CH2:23][N:22]([C:19]2[CH:20]=[CH:21][C:16]([NH:15]/[CH:14]=[C:5]3\[C:6](=[O:13])[NH:7][C:8](=[O:12])[C:9]4[C:4]\3=[CH:3][C:2]([C:35]3[CH:34]=[CH:33][C:32]([O:31][C:30]([F:29])([F:41])[F:42])=[CH:37][CH:36]=3)=[CH:11][CH:10]=4)=[CH:17][CH:18]=2)[CH2:27][CH2:26]1. The yield is 0.720. (8) The catalyst is C(Cl)Cl. The yield is 1.00. The reactants are [F:1][CH2:2][CH2:3][OH:4].[Cl:5][C:6]1[CH:11]=[C:10]([F:12])[CH:9]=[CH:8][C:7]=1O.C(N(CC)C(C)C)(C)C.O(S(C(F)(F)F)(=O)=O)S(C(F)(F)F)(=O)=O.C1(O)C=CC=CC=1. The product is [Cl:5][C:6]1[CH:11]=[C:10]([F:12])[CH:9]=[CH:8][C:7]=1[O:4][CH2:3][CH2:2][F:1]. (9) The reactants are C1(C)C=CC=CC=1.C(=O)([O-])O.[Na+].I[C:14]1[C:19]([O:20][C:21]2[C:30]3[C:25](=[CH:26][C:27]([O:33][CH3:34])=[C:28]([O:31][CH3:32])[CH:29]=3)[N:24]=[CH:23][CH:22]=2)=[CH:18][CH:17]=[C:16]([CH3:35])[N:15]=1.[CH3:36][N:37]([CH3:47])[C:38]1[CH:43]=[CH:42][C:41](B(O)O)=[CH:40][CH:39]=1. The catalyst is O.CN(C)C=O. The product is [CH3:32][O:31][C:28]1[CH:29]=[C:30]2[C:25](=[CH:26][C:27]=1[O:33][CH3:34])[N:24]=[CH:23][CH:22]=[C:21]2[O:20][C:19]1[C:14]([C:41]2[CH:42]=[CH:43][C:38]([N:37]([CH3:47])[CH3:36])=[CH:39][CH:40]=2)=[N:15][C:16]([CH3:35])=[CH:17][CH:18]=1. The yield is 0.800.